From a dataset of Full USPTO retrosynthesis dataset with 1.9M reactions from patents (1976-2016). Predict the reactants needed to synthesize the given product. (1) Given the product [Cl:1][C:2]1[CH:3]=[CH:4][C:5]([C:8]2[N:12]([C:13]3[CH:18]=[CH:17][C:16]([Cl:19])=[CH:15][C:14]=3[Cl:20])[N:11]=[C:10]([C:21]3[N:28]([CH:25]4[CH2:27][CH2:26]4)[C:29]([CH3:34])([CH3:33])[C:30](=[O:31])[N:32]=3)[C:9]=2[CH3:24])=[CH:6][CH:7]=1, predict the reactants needed to synthesize it. The reactants are: [Cl:1][C:2]1[CH:7]=[CH:6][C:5]([C:8]2[N:12]([C:13]3[CH:18]=[CH:17][C:16]([Cl:19])=[CH:15][C:14]=3[Cl:20])[N:11]=[C:10]([C:21](O)=O)[C:9]=2[CH3:24])=[CH:4][CH:3]=1.[CH:25]1([NH:28][C:29]([CH3:34])([CH3:33])[C:30]([NH2:32])=[O:31])[CH2:27][CH2:26]1. (2) Given the product [ClH:50].[ClH:50].[CH2:38]([N:30]([CH2:28][CH3:29])[C:31]1[N:36]=[CH:35][C:34]([NH:37][C:16]([C:17]2[C:22]3[CH2:23][CH2:24][CH2:25][CH2:26][C:21]=3[S:20][C:18]=2[NH:19][C:14](=[O:15])[C:10]2[CH:11]=[CH:12][CH:13]=[C:8]([CH2:7][N:1]3[CH2:2][CH2:3][O:4][CH2:5][CH2:6]3)[CH:9]=2)=[O:27])=[CH:33][N:32]=1)[CH3:39], predict the reactants needed to synthesize it. The reactants are: [N:1]1([CH2:7][C:8]2[CH:9]=[C:10]([C:14]3[O:15][C:16](=[O:27])[C:17]4[C:22]5[CH2:23][CH2:24][CH2:25][CH2:26][C:21]=5[S:20][C:18]=4[N:19]=3)[CH:11]=[CH:12][CH:13]=2)[CH2:6][CH2:5][O:4][CH2:3][CH2:2]1.[CH2:28]([N:30]([CH2:38][CH3:39])[C:31]1[N:36]=[CH:35][C:34]([NH2:37])=[CH:33][N:32]=1)[CH3:29].C[Si](C)(C)[N-][Si](C)(C)C.[Li+].[Cl-:50].[NH4+]. (3) Given the product [CH:29]([C:14]1[CH:13]=[CH:12][C:11]([S:8]([C:5]2[CH:6]=[CH:7][C:2]([NH:34][CH3:35])=[CH:3][CH:4]=2)(=[O:10])=[O:9])=[CH:16][C:15]=1[S:17]([NH:20][CH2:21][CH2:22][C:23]1[CH:28]=[CH:27][CH:26]=[CH:25][N:24]=1)(=[O:19])=[O:18])([CH3:31])[CH3:30], predict the reactants needed to synthesize it. The reactants are: F[C:2]1[CH:7]=[CH:6][C:5]([S:8]([C:11]2[CH:12]=[CH:13][C:14]([CH:29]([CH3:31])[CH3:30])=[C:15]([S:17]([NH:20][CH2:21][CH2:22][C:23]3[CH:28]=[CH:27][CH:26]=[CH:25][N:24]=3)(=[O:19])=[O:18])[CH:16]=2)(=[O:10])=[O:9])=[CH:4][CH:3]=1.CN.[N:34]1(CCCNS(C2C=C(S(C3C=CC(NC)=CC=3)(=O)=O)C=CC=2C)(=O)=O)C=CN=[CH:35]1. (4) Given the product [CH3:26][N:27]([C:28]1[CH:33]=[CH:32][CH:31]=[CH:30][CH:29]=1)[C:21]([C:19]1[N:20]=[C:16]([CH2:15][O:14][C:13]2[CH:12]=[CH:11][C:10]([CH2:9][CH2:8][CH2:7][CH2:6][N:1]3[CH:5]=[CH:4][N:3]=[N:2]3)=[CH:25][CH:24]=2)[O:17][CH:18]=1)=[O:23], predict the reactants needed to synthesize it. The reactants are: [N:1]1([CH2:6][CH2:7][CH2:8][CH2:9][C:10]2[CH:25]=[CH:24][C:13]([O:14][CH2:15][C:16]3[O:17][CH:18]=[C:19]([C:21]([OH:23])=O)[N:20]=3)=[CH:12][CH:11]=2)[CH:5]=[CH:4][N:3]=[N:2]1.[CH3:26][NH:27][C:28]1[CH:33]=[CH:32][CH:31]=[CH:30][CH:29]=1. (5) Given the product [CH2:13]([C:10]1[CH:11]=[CH:12][C:7]([C:6]2[CH:5]=[CH:4][S:3][C:2]=2[CH:35]=[CH:32][C:29]2[CH:30]=[CH:25][C:26]([N:50]([C:48]3[CH:47]=[CH:12][CH:11]=[CH:10][CH:9]=3)[C:52]3[CH:8]=[CH:7][CH:6]=[CH:5][CH:4]=3)=[CH:27][CH:28]=2)=[CH:8][CH:9]=1)[CH2:14][CH2:15][CH2:16][CH2:17][CH2:18][CH2:19][CH3:20], predict the reactants needed to synthesize it. The reactants are: Br[C:2]1[S:3][CH:4]=[CH:5][C:6]=1[C:7]1[CH:12]=[CH:11][C:10]([CH2:13][CH2:14][CH2:15][CH2:16][CH2:17][CH2:18][CH2:19][CH3:20])=[CH:9][CH:8]=1.C([C:25]1(C)[C:30](O)=[C:29]([C:32]([CH3:35])(C)C)[CH:28]=[CH:27][CH2:26]1)(C)(C)C.C(=O)([O-])[O-].[Na+].[Na+].C(Cl)Cl.O.[CH3:47][C:48]([N:50]([CH3:52])C)=O. (6) Given the product [Cl:30][C:22]1[CH:23]=[C:24]([N:9]([CH:7]([C:1]2[CH:6]=[CH:5][CH:4]=[CH:3][CH:2]=2)[CH3:8])[CH:10]([CH3:13])[CH2:11][OH:12])[CH:25]=[CH:26][C:21]=1[F:20], predict the reactants needed to synthesize it. The reactants are: [C:1]1([CH:7]([NH:9][CH:10]([CH3:13])[CH2:11][OH:12])[CH3:8])[CH:6]=[CH:5][CH:4]=[CH:3][CH:2]=1.N1C=CC=CC=1.[F:20][C:21]1[CH:26]=[CH:25][C:24](B(O)O)=[CH:23][C:22]=1[Cl:30]. (7) Given the product [CH3:31][C:30]1[C:32]2[N:13]3[CH:14]=[CH:15][N:17]=[C:12]3[C:11]3[CH:10]=[CH:9][CH:8]=[CH:7][C:6]=3[C:5]=2[CH:4]=[C:3]([CH3:2])[CH:18]=1, predict the reactants needed to synthesize it. The reactants are: C[C:2]1[CH:3]=[CH:4][C:5]2[C:6]3[C:11]([CH:12]([NH2:17])[N:13](C)[C:14]=2[CH:15]=1)=[CH:10][CH:9]=[CH:8][CH:7]=3.[C:18](Cl)(=O)C.C(=O)(O)[O-].[Na+].C(Cl)Cl.[CH:30](O)([CH3:32])[CH3:31]. (8) Given the product [CH:29]1([CH2:28][N:7]2[C:6]([N:37]3[CH2:36][C@H:35]([CH3:39])[NH:34][C@H:33]([CH3:32])[CH2:38]3)=[N:14][C:13]3[C:8]2=[N:9][C:10]([C:21]2[CH:22]=[N:23][C:24]([NH2:27])=[N:25][CH:26]=2)=[N:11][C:12]=3[N:15]2[CH2:20][CH2:19][O:18][CH2:17][CH2:16]2)[CH2:31][CH2:30]1, predict the reactants needed to synthesize it. The reactants are: CS(C)=O.Cl[C:6]1[N:7]([CH2:28][CH:29]2[CH2:31][CH2:30]2)[C:8]2[C:13]([N:14]=1)=[C:12]([N:15]1[CH2:20][CH2:19][O:18][CH2:17][CH2:16]1)[N:11]=[C:10]([C:21]1[CH:22]=[N:23][C:24]([NH2:27])=[N:25][CH:26]=1)[N:9]=2.[CH3:32][C@H:33]1[CH2:38][NH:37][CH2:36][C@@H:35]([CH3:39])[NH:34]1. (9) Given the product [CH3:1][C:2]1[CH:3]=[N:4][C:5]([CH2:11][S+:12]([O-:24])[C:13]2[N-:14][C:15]3[CH:16]=[CH:17][C:18]([O:22][CH3:23])=[CH:19][C:20]=3[N:21]=2)=[C:6]([CH3:10])[C:7]=1[O:8][CH3:9].[Na+:30], predict the reactants needed to synthesize it. The reactants are: [CH3:1][C:2]1[CH:3]=[N:4][C:5]([CH2:11][S+:12]([O-:24])[C:13]2[NH:14][C:15]3[CH:16]=[CH:17][C:18]([O:22][CH3:23])=[CH:19][C:20]=3[N:21]=2)=[C:6]([CH3:10])[C:7]=1[O:8][CH3:9].CC(C)=O.[OH-].[Na+:30]. (10) The reactants are: C1(C(=O)C[CH:8]([CH2:12][S:13]([CH2:16][C:17]2[CH:22]=[CH:21][CH:20]=[CH:19][CH:18]=2)(=[O:15])=[O:14])[C:9]([OH:11])=O)CCCC1.Cl.[NH2:25][CH:26]([CH2:36][CH2:37][CH3:38])[CH:27]([C:29]1[O:30][C:31]([CH2:34][CH3:35])=[N:32][N:33]=1)[OH:28].[CH:39]1[CH:40]=CC2N(O)N=[N:45][C:43]=2[CH:44]=1.C(Cl)CCl.CN1CC[O:57][CH2:56]C1.[CH3:60]C(OI1(OC(C)=O)(OC(C)=O)OC(=O)C2C=CC=CC1=2)=O.[O-]S([O-])(=S)=O.[Na+].[Na+].C([O-])(O)=O.[Na+]. Given the product [CH2:34]([C:31]1[O:30][C:29]([C:27]([CH:26]([NH:25][C:56](=[O:57])[C:12]([CH3:60])([S:13]([CH2:16][C:17]2[CH:18]=[CH:19][CH:20]=[CH:21][CH:22]=2)(=[O:14])=[O:15])[CH2:8][C:9](=[O:11])[N:45]2[CH2:40][CH2:39][CH2:44][CH2:43]2)[CH2:36][CH2:37][CH3:38])=[O:28])=[N:33][N:32]=1)[CH3:35], predict the reactants needed to synthesize it.